The task is: Predict which catalyst facilitates the given reaction.. This data is from Catalyst prediction with 721,799 reactions and 888 catalyst types from USPTO. (1) Reactant: [Cl:1][C:2]1[CH:7]=[CH:6][C:5]([C:8]2[N:9]=[C:10]3[N:14]([C:15]=2[CH2:16][OH:17])[CH:13]=[C:12]([CH:18]=[O:19])[S:11]3)=[CH:4][CH:3]=1.[CH:20]1([Mg]Br)[CH2:22][CH2:21]1. Product: [Cl:1][C:2]1[CH:7]=[CH:6][C:5]([C:8]2[N:9]=[C:10]3[N:14]([C:15]=2[CH2:16][OH:17])[CH:13]=[C:12]([CH:18]([CH:20]2[CH2:22][CH2:21]2)[OH:19])[S:11]3)=[CH:4][CH:3]=1. The catalyst class is: 1. (2) Reactant: COC1C=CC(P2(SP(C3C=CC(OC)=CC=3)(=S)S2)=[S:10])=CC=1.[CH2:23]([O:30][CH2:31][C:32]([NH:34][CH:35]([CH3:37])[CH3:36])=O)[C:24]1[CH:29]=[CH:28][CH:27]=[CH:26][CH:25]=1. Product: [CH2:23]([O:30][CH2:31][C:32]([NH:34][CH:35]([CH3:37])[CH3:36])=[S:10])[C:24]1[CH:29]=[CH:28][CH:27]=[CH:26][CH:25]=1. The catalyst class is: 11. (3) Reactant: Cl[C:2]1[CH:7]=[CH:6][C:5]([N+:8]([O-])=O)=[CH:4][C:3]=1[Cl:11].[S-2:12].[Na+].[Na+].[S]. Product: [NH2:8][C:5]1[CH:6]=[CH:7][C:2]([S:12][S:12][C:2]2[CH:7]=[CH:6][C:5]([NH2:8])=[CH:4][C:3]=2[Cl:11])=[C:3]([Cl:11])[CH:4]=1. The catalyst class is: 6. (4) Reactant: [H-].[Na+].[C:3]([O:10][CH2:11][CH3:12])(=[O:9])[C:4]([O:6]CC)=O.[C:13]([C:16]1[O:17][CH:18]=[CH:19][CH:20]=1)(=[O:15])[CH3:14].Cl. Product: [O:17]1[CH:18]=[CH:19][CH:20]=[C:16]1[C:13](=[O:15])[CH2:14][C:4](=[O:6])[C:3]([O:10][CH2:11][CH3:12])=[O:9]. The catalyst class is: 7. (5) Reactant: Br[CH:2]([CH3:17])[C:3]([C:5]1[C:6]([CH3:16])=[CH:7][C:8]([CH3:15])=[C:9]([CH:14]=1)[C:10]([O:12][CH3:13])=[O:11])=[O:4].Cl.[CH3:19][O:20][CH2:21][C:22](=[NH:24])[NH2:23].C(=O)([O-])[O-].[K+].[K+]. Product: [CH3:19][O:20][CH2:21][C:22]1[NH:23][C:3]([C:5]2[C:6]([CH3:16])=[CH:7][C:8]([CH3:15])=[C:9]([CH:14]=2)[C:10]([O:12][CH3:13])=[O:11])=[C:2]([CH3:17])[N:24]=1.[CH3:19][O:20][CH2:21][C:22]1[O:4][C:3]([C:5]2[C:6]([CH3:16])=[CH:7][C:8]([CH3:15])=[C:9]([CH:14]=2)[C:10]([O:12][CH3:13])=[O:11])=[C:2]([CH3:17])[N:23]=1. The catalyst class is: 10. (6) Reactant: [CH3:1][C:2]1[CH:6]=[C:5]([CH3:7])[NH:4][N:3]=1.[Br:8][CH2:9][C:10]1[CH:15]=[CH:14][C:13]([CH2:16]Br)=[CH:12][CH:11]=1.[H-].[Na+]. Product: [Br:8][CH2:9][C:10]1[CH:15]=[CH:14][C:13]([CH2:16][N:3]2[C:2]([CH3:1])=[CH:6][C:5]([CH3:7])=[N:4]2)=[CH:12][CH:11]=1. The catalyst class is: 9.